This data is from Reaction yield outcomes from USPTO patents with 853,638 reactions. The task is: Predict the reaction yield, written as a fraction of the theoretical maximum amount of product (1.0 means a 100% yield; for example, 0.34 means a 34% yield). (1) The reactants are [CH3:1][C:2]1[CH:3]=[C:4]2[C:9](=[CH:10][CH:11]=1)[O:8][C@@H:7]([C:12]1[CH:13]=[C:14]([CH:19]=[CH:20][CH:21]=1)[C:15]([O:17][CH3:18])=[O:16])[CH2:6][C:5]2=O.Cl.[NH2:24][OH:25].C([O-])(=O)C.[Na+]. The catalyst is CO. The product is [OH:25][N:24]=[C:5]1[C:4]2[C:9](=[CH:10][CH:11]=[C:2]([CH3:1])[CH:3]=2)[O:8][C@@H:7]([C:12]2[CH:13]=[C:14]([CH:19]=[CH:20][CH:21]=2)[C:15]([O:17][CH3:18])=[O:16])[CH2:6]1. The yield is 0.950. (2) The reactants are [CH3:1][C:2](C)([O-])C.[K+].O=[C:8]1[CH2:11][N:10]([C:12]([O:14][C:15]([CH3:18])([CH3:17])[CH3:16])=[O:13])[CH2:9]1. The catalyst is [Br-].C([P+](C1C=CC=CC=1)(C1C=CC=CC=1)C1C=CC=CC=1)C.CCOCC. The product is [CH:1](=[C:8]1[CH2:11][N:10]([C:12]([O:14][C:15]([CH3:18])([CH3:17])[CH3:16])=[O:13])[CH2:9]1)[CH3:2]. The yield is 0.490. (3) The reactants are [CH3:1][CH2:2][C:3]([CH2:8][O:9][CH2:10][C:11]([CH2:16][OH:17])([CH2:14][OH:15])[CH2:12][CH3:13])([CH2:6][OH:7])[CH2:4][OH:5].C(O[CH:21](OCC)[CH:22]=[CH2:23])C.[C:27]1(C)[CH:32]=CC=C[CH:28]=1. The catalyst is C1(C)C=CC(S([O-])(=O)=O)=CC=1.[NH+]1C=CC=CC=1.CC(C)([O-])C.[K+]. The product is [CH2:2]([C:3]1([CH2:8][O:9][CH2:10][C:11]2([CH2:12][CH3:13])[CH2:14][O:15][CH:21]([CH:22]=[CH2:23])[O:17][CH2:16]2)[CH2:4][O:5][CH:32]([CH:27]=[CH2:28])[O:7][CH2:6]1)[CH3:1]. The yield is 0.910.